Dataset: Full USPTO retrosynthesis dataset with 1.9M reactions from patents (1976-2016). Task: Predict the reactants needed to synthesize the given product. The reactants are: [C:1]([C:3]1[CH:4]=[C:5]([C:13]2[O:17][N:16]=[C:15]([C:18]3[C:19]([CH3:40])=[C:20]4[C:25](=[CH:26][CH:27]=3)[CH2:24][N:23]([C:28](=[O:39])[CH2:29][CH2:30][NH:31]C(=O)OC(C)(C)C)[CH2:22][CH2:21]4)[N:14]=2)[CH:6]=[CH:7][C:8]=1[O:9][CH:10]([CH3:12])[CH3:11])#[N:2].[ClH:41].C(OCC)C. Given the product [ClH:41].[NH2:31][CH2:30][CH2:29][C:28]([N:23]1[CH2:22][CH2:21][C:20]2[C:25](=[CH:26][CH:27]=[C:18]([C:15]3[N:14]=[C:13]([C:5]4[CH:6]=[CH:7][C:8]([O:9][CH:10]([CH3:12])[CH3:11])=[C:3]([CH:4]=4)[C:1]#[N:2])[O:17][N:16]=3)[C:19]=2[CH3:40])[CH2:24]1)=[O:39], predict the reactants needed to synthesize it.